Dataset: Reaction yield outcomes from USPTO patents with 853,638 reactions. Task: Predict the reaction yield, written as a fraction of the theoretical maximum amount of product (1.0 means a 100% yield; for example, 0.34 means a 34% yield). (1) The reactants are [CH:1]1[C:13]2[NH:12][C:11]3[C:6](=[CH:7][CH:8]=[CH:9][CH:10]=3)[C:5]=2[CH:4]=[CH:3][C:2]=1[OH:14].[C:15](Cl)(=[O:17])[CH3:16]. The catalyst is CN(C=O)C.C(Cl)Cl. The product is [C:15]([O:14][C:2]1[CH:3]=[CH:4][C:5]2[C:6]3[C:11](=[CH:10][CH:9]=[CH:8][CH:7]=3)[NH:12][C:13]=2[CH:1]=1)(=[O:17])[CH3:16]. The yield is 0.710. (2) The reactants are F[C:2]1[CH:3]=[C:4]([CH:9]=[CH:10][C:11]=1[N+:12]([O-:14])=[O:13])[C:5]([O:7][CH3:8])=[O:6].[CH3:15][C:16]1[CH:21]=[CH:20][CH:19]=[C:18]([CH3:22])[C:17]=1[OH:23].C(=O)([O-])[O-].[K+].[K+]. The catalyst is CS(C)=O. The product is [CH3:15][C:16]1[CH:21]=[CH:20][CH:19]=[C:18]([CH3:22])[C:17]=1[O:23][C:2]1[CH:3]=[C:4]([CH:9]=[CH:10][C:11]=1[N+:12]([O-:14])=[O:13])[C:5]([O:7][CH3:8])=[O:6]. The yield is 0.690. (3) The product is [Br:1][C:2]1[C:10]([C:11]([C:23]2[CH:24]=[CH:25][C:20]([CH2:18][CH3:19])=[CH:21][CH:22]=2)=[O:12])=[CH:9][C:8]([Br:17])=[C:7]2[C:3]=1[CH2:4][CH2:5][CH2:6]2. The reactants are [Br:1][C:2]1[C:10]([C:11](N(OC)C)=[O:12])=[CH:9][C:8]([Br:17])=[C:7]2[C:3]=1[CH2:4][CH2:5][CH2:6]2.[CH2:18]([C:20]1[CH:25]=[CH:24][C:23]([Mg]Br)=[CH:22][CH:21]=1)[CH3:19]. The yield is 0.850. The catalyst is C1COCC1. (4) The reactants are [OH:1][CH2:2][CH2:3][N:4]1[CH:12]=[N:11][C:10]2[C:5]1=[N:6][CH:7]=[N:8][C:9]=2[NH2:13].CC(C)[O-].[Mg+2].CC(C)[O-].CC(C)([O-])C.[Mg+2].CC(C)([O-])C.C1(C)C=CC(S(O[CH2:44][P:45](=[O:52])([O:49]CC)[O:46]CC)(=O)=O)=CC=1.Br[Si](C)(C)C. The catalyst is CN(C=O)C.O. The product is [P:45]([CH2:44][O:1][CH2:2][CH2:3][N:4]1[CH:12]=[N:11][C:10]2[C:5]1=[N:6][CH:7]=[N:8][C:9]=2[NH2:13])([OH:52])([OH:49])=[O:46]. The yield is 0.654. (5) The reactants are [OH:1][C:2]1[CH:11]=[CH:10][C:5]([C:6]([O:8][CH3:9])=[O:7])=[CH:4][C:3]=1I.[CH2:13]([O:15][CH:16]([O:19][CH2:20][CH3:21])[CH2:17][CH3:18])[CH3:14].N1CCCCC1. The catalyst is CN(C=O)C.CCOC(C)=O.Cl[Pd](Cl)([P](C1C=CC=CC=1)(C1C=CC=CC=1)C1C=CC=CC=1)[P](C1C=CC=CC=1)(C1C=CC=CC=1)C1C=CC=CC=1. The product is [CH2:13]([O:15][CH:16]([O:19][CH2:20][CH3:21])[C:17]1[O:1][C:2]2[CH:11]=[CH:10][C:5]([C:6]([O:8][CH3:9])=[O:7])=[CH:4][C:3]=2[CH:18]=1)[CH3:14]. The yield is 0.480. (6) The product is [CH2:22]([C:12]1[CH:16]=[C:15]([CH:17]=[O:30])[NH:14][CH:13]=1)[CH2:23][CH2:24][CH2:25][CH2:26][CH2:27][CH3:28]. The reactants are [Li]C(C)(C)C.CCCCC.Br[C:12]1[CH:13]=[N:14][C:15](=[CH:17]N(C)C)[CH:16]=1.I[CH2:22][CH2:23][CH2:24][CH2:25][CH2:26][CH2:27][CH3:28].C([O-])(O)=[O:30].[Na+]. The catalyst is C1COCC1.C(Cl)Cl.O. The yield is 0.710. (7) The reactants are Br[C:2]1[CH:7]=[CH:6][N:5]=[C:4]2[NH:8][CH:9]=[CH:10][C:3]=12.[C:11]([CH2:13][C:14]1([N:25]2[CH:29]=[C:28](B3OC(C)(C)C(C)(C)O3)[CH:27]=[N:26]2)[CH2:17][N:16]([C:18]([O:20][C:21]([CH3:24])([CH3:23])[CH3:22])=[O:19])[CH2:15]1)#[N:12].C(=O)([O-])[O-].[Na+].[Na+]. The catalyst is O1CCOCC1.O.C1C=CC([P]([Pd]([P](C2C=CC=CC=2)(C2C=CC=CC=2)C2C=CC=CC=2)([P](C2C=CC=CC=2)(C2C=CC=CC=2)C2C=CC=CC=2)[P](C2C=CC=CC=2)(C2C=CC=CC=2)C2C=CC=CC=2)(C2C=CC=CC=2)C2C=CC=CC=2)=CC=1. The yield is 0.923. The product is [C:11]([CH2:13][C:14]1([N:25]2[CH:29]=[C:28]([C:2]3[CH:7]=[CH:6][N:5]=[C:4]4[NH:8][CH:9]=[CH:10][C:3]=34)[CH:27]=[N:26]2)[CH2:17][N:16]([C:18]([O:20][C:21]([CH3:24])([CH3:23])[CH3:22])=[O:19])[CH2:15]1)#[N:12]. (8) The reactants are Cl.[NH:2]1[C:6]2[CH:7]=[CH:8][CH:9]=[CH:10][C:5]=2[N:4]=[C:3]1[N:11]1[C:15](=[O:16])[CH:14]=[C:13]([C:17]2[CH:22]=[CH:21][CH:20]=[CH:19][CH:18]=2)[NH:12]1.CO[CH:25](OC)[N:26]([CH3:28])[CH3:27]. The catalyst is O1CCOCC1.C(OCC)C. The product is [NH:4]1[C:5]2[CH:10]=[CH:9][CH:8]=[CH:7][C:6]=2[N:2]=[C:3]1[N:11]1[C:15](=[O:16])[C:14](=[CH:25][N:26]([CH3:28])[CH3:27])[C:13]([C:17]2[CH:22]=[CH:21][CH:20]=[CH:19][CH:18]=2)=[N:12]1. The yield is 0.830.